Regression/Classification. Given a drug SMILES string, predict its absorption, distribution, metabolism, or excretion properties. Task type varies by dataset: regression for continuous measurements (e.g., permeability, clearance, half-life) or binary classification for categorical outcomes (e.g., BBB penetration, CYP inhibition). Dataset: cyp2d6_substrate_carbonmangels. From a dataset of CYP2D6 substrate classification data from Carbon-Mangels et al.. (1) The molecule is CC[C@H]1OC(=O)[C@H](C)[C@@H](O[C@H]2C[C@@](C)(OC)[C@@H](O)[C@H](C)O2)[C@H](C)[C@@H](O[C@@H]2O[C@H](C)C[C@H](N(C)C)[C@H]2O)[C@](C)(O)C[C@@H](C)/C(=N\OCOCCOC)[C@H](C)[C@@H](O)[C@]1(C)O. The result is 0 (non-substrate). (2) The molecule is CCc1cccc2cc([C@H](O)CNC(C)(C)C)oc12. The result is 1 (substrate). (3) The molecule is CC(C)(C)[C@@H](O)/C=C\c1ccc2c(c1)OCO2. The result is 0 (non-substrate).